From a dataset of Forward reaction prediction with 1.9M reactions from USPTO patents (1976-2016). Predict the product of the given reaction. (1) Given the reactants Cl.[CH3:2][N:3]1[C:12]2[C:7](=[CH:8][C:9]([C:13]3[CH:14]=[N:15][CH:16]=[C:17]([O:19][C@H:20]4[CH2:24][CH2:23][NH:22][CH2:21]4)[CH:18]=3)=[CH:10][CH:11]=2)[CH2:6][CH2:5][C:4]1=[O:25].[CH2:26]([O:28][C:29](Cl)=[O:30])[CH3:27], predict the reaction product. The product is: [CH2:26]([O:28][C:29]([N:22]1[CH2:23][CH2:24][C@H:20]([O:19][C:17]2[CH:16]=[N:15][CH:14]=[C:13]([C:9]3[CH:8]=[C:7]4[C:12](=[CH:11][CH:10]=3)[N:3]([CH3:2])[C:4](=[O:25])[CH2:5][CH2:6]4)[CH:18]=2)[CH2:21]1)=[O:30])[CH3:27]. (2) The product is: [OH:8][CH2:9][C:10]1[NH:15][C:14](=[O:16])[C:13]2=[CH:17][N:18]=[C:19]([CH:20]3[CH2:21][CH2:22][O:23][CH2:24][CH2:25]3)[N:12]2[N:11]=1. Given the reactants C([O:8][CH2:9][C:10]1[NH:15][C:14](=[O:16])[C:13]2=[CH:17][N:18]=[C:19]([C:20]3[CH2:21][CH2:22][O:23][CH2:24][CH:25]=3)[N:12]2[N:11]=1)C1C=CC=CC=1.[H][H], predict the reaction product.